From a dataset of Reaction yield outcomes from USPTO patents with 853,638 reactions. Predict the reaction yield, written as a fraction of the theoretical maximum amount of product (1.0 means a 100% yield; for example, 0.34 means a 34% yield). (1) The reactants are [CH:1]([C:4]1[CH:9]=[CH:8][C:7]([CH:10]2[C:14]3[C:15]([CH3:30])=[C:16]([NH:22][C:23](=[O:29])[CH2:24][C:25]([CH3:28])([CH3:27])[CH3:26])[C:17]([CH3:21])=[C:18]([O:19]C)[C:13]=3[O:12][CH2:11]2)=[CH:6][CH:5]=1)([CH3:3])[CH3:2]. The catalyst is C(OCC)(=O)C.CCCCCC. The product is [OH:19][C:18]1[C:13]2[O:12][CH2:11][CH:10]([C:7]3[CH:6]=[CH:5][C:4]([CH:1]([CH3:2])[CH3:3])=[CH:9][CH:8]=3)[C:14]=2[C:15]([CH3:30])=[C:16]([NH:22][C:23](=[O:29])[CH2:24][C:25]([CH3:28])([CH3:27])[CH3:26])[C:17]=1[CH3:21]. The yield is 0.780. (2) The reactants are [CH:1]([NH:3][NH:4][C:5]([C:7]1([C:10]2[S:11][C:12]([C:15]3[CH:20]=[C:19]([NH:21][C:22]4[N:27]=[C:26]([C:28]([F:31])([F:30])[F:29])[CH:25]=[CH:24][N:23]=4)[CH:18]=[C:17]([CH3:32])[CH:16]=3)=[CH:13][N:14]=2)[CH2:9][CH2:8]1)=O)=[O:2].CC[N+](S(N=C(OC)[O-])(=O)=O)(CC)CC. The catalyst is C1COCC1. The product is [CH3:32][C:17]1[CH:18]=[C:19]([NH:21][C:22]2[N:27]=[C:26]([C:28]([F:30])([F:31])[F:29])[CH:25]=[CH:24][N:23]=2)[CH:20]=[C:15]([C:12]2[S:11][C:10]([C:7]3([C:5]4[O:2][CH:1]=[N:3][N:4]=4)[CH2:8][CH2:9]3)=[N:14][CH:13]=2)[CH:16]=1. The yield is 0.220. (3) The reactants are [Cl:1][C:2]1[N:7]2[N:8]=[C:9]([C:11]3[O:12][CH:13]=[CH:14][CH:15]=3)[CH:10]=[C:6]2[CH:5]=[CH:4][CH:3]=1.[Br:16]N1C(=O)CCC1=O.[Cl-].[NH4+].CCOCC. The catalyst is O1CCCC1. The product is [Br:16][C:10]1[C:9]([C:11]2[O:12][CH:13]=[CH:14][CH:15]=2)=[N:8][N:7]2[C:2]([Cl:1])=[CH:3][CH:4]=[CH:5][C:6]=12. The yield is 0.960. (4) The reactants are [NH2:1][N:2]1[C:7]([CH3:8])=[CH:6][CH:5]=[C:4]([CH3:9])[C:3]1=[NH2+:10].CC1C=C(C)C=C(C)C=1S([O-])(=O)=O.[Cl:24][CH2:25][C:26](OC)=O.C(=O)([O-])[O-].[K+].[K+]. The catalyst is CCO. The product is [Cl:24][CH2:25][C:26]1[N:10]=[C:3]2[C:4]([CH3:9])=[CH:5][CH:6]=[C:7]([CH3:8])[N:2]2[N:1]=1. The yield is 0.360. (5) The reactants are [CH2:1]([O:3][C:4]1[C:8]([CH3:9])=[C:7]([NH:10][C:11](=[O:19])OC2C=CC=CC=2)[N:6]([C:20]2[CH:25]=[CH:24][CH:23]=[CH:22][CH:21]=2)[N:5]=1)[CH3:2].[CH:26]1([C:29]2[CH:34]=[CH:33][C:32]([CH2:35][O:36][CH3:37])=[CH:31][C:30]=2[CH2:38][NH2:39])[CH2:28][CH2:27]1.CCN(C(C)C)C(C)C. The catalyst is ClCCCl. The product is [CH:26]1([C:29]2[CH:34]=[CH:33][C:32]([CH2:35][O:36][CH3:37])=[CH:31][C:30]=2[CH2:38][NH:39][C:11]([NH:10][C:7]2[N:6]([C:20]3[CH:21]=[CH:22][CH:23]=[CH:24][CH:25]=3)[N:5]=[C:4]([O:3][CH2:1][CH3:2])[C:8]=2[CH3:9])=[O:19])[CH2:27][CH2:28]1. The yield is 0.330.